From a dataset of Full USPTO retrosynthesis dataset with 1.9M reactions from patents (1976-2016). Predict the reactants needed to synthesize the given product. (1) Given the product [NH2:8][C:9]1[CH:14]=[CH:13][CH:12]=[CH:11][C:10]=1[NH:15][C:16](=[O:31])[C:17]1[CH:22]=[CH:21][C:20]([C:23]2[C:28]([C:29]#[N:30])=[CH:27][CH:26]=[CH:25][N:24]=2)=[CH:19][CH:18]=1, predict the reactants needed to synthesize it. The reactants are: C(OC([NH:8][C:9]1[CH:14]=[CH:13][CH:12]=[CH:11][C:10]=1[NH:15][C:16](=[O:31])[C:17]1[CH:22]=[CH:21][C:20]([C:23]2[C:28]([C:29]#[N:30])=[CH:27][CH:26]=[CH:25][N:24]=2)=[CH:19][CH:18]=1)=O)(C)(C)C.Cl. (2) Given the product [Cl:14][C:6]1[C:7]([C:8]2[CH:13]=[CH:12][CH:11]=[CH:10][CH:9]=2)=[C:2]([C:19]2[CH:20]=[CH:21][C:16]([Cl:15])=[CH:17][CH:18]=2)[N:3]=[CH:4][N:5]=1, predict the reactants needed to synthesize it. The reactants are: Cl[C:2]1[C:7]([C:8]2[CH:13]=[CH:12][CH:11]=[CH:10][CH:9]=2)=[C:6]([Cl:14])[N:5]=[CH:4][N:3]=1.[Cl:15][C:16]1[CH:21]=[CH:20][C:19](B(O)O)=[CH:18][CH:17]=1.C([O-])([O-])=O.[Na+].[Na+].O. (3) Given the product [C:57]([O:61][C:62](=[O:78])[CH2:63][CH2:64][C:65]1[C:70]([CH3:71])=[CH:69][C:68]([C:72]2[N:75]=[C:2]([C:3]3[CH:20]=[C:18]([CH3:19])[N:17]=[C:21]([CH2:22][CH3:24])[CH:23]=3)[O:74][N:73]=2)=[CH:67][C:66]=1[CH2:76][CH3:77])([CH3:60])([CH3:59])[CH3:58], predict the reactants needed to synthesize it. The reactants are: O[C:2]1C(C)=CC(C(NO)=N)=C[C:3]=1OC.CC[N:17]([CH:21]([CH3:23])[CH3:22])[CH:18]([CH3:20])[CH3:19].[CH2:24]1CN([P+](ON2N=NC3C=CC=CC2=3)(N2CCCC2)N2CCCC2)CC1.F[P-](F)(F)(F)(F)F.[C:57]([O:61][C:62](=[O:78])[CH2:63][CH2:64][C:65]1[C:70]([CH3:71])=[CH:69][C:68]([C:72](=[NH:75])[NH:73][OH:74])=[CH:67][C:66]=1[CH2:76][CH3:77])([CH3:60])([CH3:59])[CH3:58]. (4) Given the product [C:1]([SiH2:5][O:6][C:7]([CH3:16])([CH3:15])[C:8]1([CH:13]=[O:14])[CH2:9][CH2:10][CH2:11][CH2:12]1)([CH3:4])([CH3:3])[CH3:2], predict the reactants needed to synthesize it. The reactants are: [C:1]([SiH2:5][O:6][C:7]([CH3:16])([CH3:15])[C:8]1([CH2:13][OH:14])[CH2:12][CH2:11][CH2:10][CH2:9]1)([CH3:4])([CH3:3])[CH3:2].CC(OI1(OC(C)=O)(OC(C)=O)OC(=O)C2C=CC=CC1=2)=O. (5) Given the product [CH3:1][O:2][CH2:3][CH2:4][N:5]1[CH:9]=[CH:8][C:7]([NH:10][C:11]([C:13]2[C:18]([NH:19][C:22]3[CH:29]=[C:28]([F:30])[CH:27]=[C:24]([C:25]#[N:26])[CH:23]=3)=[CH:17][CH:16]=[C:15]([CH3:20])[N:14]=2)=[O:12])=[N:6]1, predict the reactants needed to synthesize it. The reactants are: [CH3:1][O:2][CH2:3][CH2:4][N:5]1[CH:9]=[CH:8][C:7]([NH:10][C:11]([C:13]2[C:18]([NH2:19])=[CH:17][CH:16]=[C:15]([CH3:20])[N:14]=2)=[O:12])=[N:6]1.Br[C:22]1[CH:23]=[C:24]([CH:27]=[C:28]([F:30])[CH:29]=1)[C:25]#[N:26]. (6) Given the product [O:1]=[C:2]1[C:10]2([C:22]3[C:13](=[CH:14][C:15]4[O:20][CH2:19][CH2:18][O:17][C:16]=4[CH:21]=3)[O:12][CH2:11]2)[C:9]2[C:4](=[CH:5][CH:6]=[CH:7][CH:8]=2)[N:3]1[CH2:23][C:24]([OH:26])=[O:25], predict the reactants needed to synthesize it. The reactants are: [O:1]=[C:2]1[C:10]2([C:22]3[C:13](=[CH:14][C:15]4[O:20][CH2:19][CH2:18][O:17][C:16]=4[CH:21]=3)[O:12][CH2:11]2)[C:9]2[C:4](=[CH:5][CH:6]=[CH:7][CH:8]=2)[N:3]1[CH2:23][C:24]([O:26]CC)=[O:25].O=C1C2(COC3C=C4C(=CC2=3)CCO4)C2C(=CC=CC=2)N1CC1C=CC=CC=1C(OC)=O. (7) Given the product [Cl:17][CH2:13][C:10]1[CH:9]=[CH:8][C:7]([C:5]2[CH:4]=[N:3][N:2]([CH3:1])[CH:6]=2)=[N:12][CH:11]=1, predict the reactants needed to synthesize it. The reactants are: [CH3:1][N:2]1[CH:6]=[C:5]([C:7]2[N:12]=[CH:11][C:10]([CH2:13]O)=[CH:9][CH:8]=2)[CH:4]=[N:3]1.S(Cl)([Cl:17])=O. (8) Given the product [Cl:1][C:2]1[CH:7]=[CH:6][C:5]([O:8][C:9]2[CH:14]=[CH:13][C:12]([CH2:15][S:29][C:26]3[NH:27][CH:28]=[C:23]([CH2:21][CH3:22])[C:24](=[O:30])[N:25]=3)=[CH:11][CH:10]=2)=[CH:4][C:3]=1[C:17]([F:20])([F:19])[F:18], predict the reactants needed to synthesize it. The reactants are: [Cl:1][C:2]1[CH:7]=[CH:6][C:5]([O:8][C:9]2[CH:14]=[CH:13][C:12]([CH2:15]Cl)=[CH:11][CH:10]=2)=[CH:4][C:3]=1[C:17]([F:20])([F:19])[F:18].[CH2:21]([C:23]1[C:24](=[O:30])[NH:25][C:26](=[S:29])[NH:27][CH:28]=1)[CH3:22].CCN(C(C)C)C(C)C. (9) Given the product [Cl:78][C:75]1[CH:76]=[CH:77][C:72]([CH:64]([C:65]2[CH:66]=[CH:67][C:68]([Cl:71])=[CH:69][CH:70]=2)[C:47]2[CH:48]=[C:49]3[C:44](=[CH:45][CH:46]=2)[N:43]=[C:42]([O:41][CH2:40][CH2:39][NH:38][C:34](=[O:37])[CH3:35])[N:51]=[C:50]3[NH:52][CH2:53][C:54]2[CH:59]=[CH:58][C:57]([C:60]([F:63])([F:62])[F:61])=[CH:56][CH:55]=2)=[CH:73][CH:74]=1, predict the reactants needed to synthesize it. The reactants are: CN(C(ON1N=NC2C=CC=NC1=2)=[N+](C)C)C.F[P-](F)(F)(F)(F)F.CCN(C(C)C)C(C)C.[C:34]([OH:37])(=O)[CH3:35].[NH2:38][CH2:39][CH2:40][O:41][C:42]1[N:51]=[C:50]([NH:52][CH2:53][C:54]2[CH:59]=[CH:58][C:57]([C:60]([F:63])([F:62])[F:61])=[CH:56][CH:55]=2)[C:49]2[C:44](=[CH:45][CH:46]=[C:47]([CH:64]([C:72]3[CH:77]=[CH:76][C:75]([Cl:78])=[CH:74][CH:73]=3)[C:65]3[CH:70]=[CH:69][C:68]([Cl:71])=[CH:67][CH:66]=3)[CH:48]=2)[N:43]=1.